From a dataset of Full USPTO retrosynthesis dataset with 1.9M reactions from patents (1976-2016). Predict the reactants needed to synthesize the given product. (1) Given the product [CH3:1][N:2]1[CH:6]=[C:5]([C:7]2[CH:8]=[C:9]3[C:15]([C:16]4[N:21]=[C:20]([N:22]5[CH2:26][CH2:25][C@@H:24]([NH2:27])[CH2:23]5)[CH:19]=[CH:18][CH:17]=4)=[N:14][NH:13][C:10]3=[CH:11][N:12]=2)[CH:4]=[N:3]1, predict the reactants needed to synthesize it. The reactants are: [CH3:1][N:2]1[CH:6]=[C:5]([C:7]2[CH:8]=[C:9]3[C:15]([C:16]4[N:21]=[C:20]([N:22]5[CH2:26][CH2:25][C@@H:24]([NH:27]C(=O)OC(C)(C)C)[CH2:23]5)[CH:19]=[CH:18][CH:17]=4)=[N:14][N:13](C4CCCCO4)[C:10]3=[CH:11][N:12]=2)[CH:4]=[N:3]1.Cl. (2) Given the product [CH3:11][C:7]1[CH:8]=[CH:9][CH:10]=[C:2]2[C:3]=1[C:4](=[O:5])[NH:14][CH:12]=[N:1]2, predict the reactants needed to synthesize it. The reactants are: [NH2:1][C:2]1[CH:10]=[CH:9][CH:8]=[C:7]([CH3:11])[C:3]=1[C:4](O)=[O:5].[CH:12]([NH2:14])=O. (3) Given the product [Cl:28][C:13]1[C:14]([C:15]#[N:16])=[C:9]([C:4]2[CH:5]=[CH:6][C:7]([Cl:8])=[C:2]([Cl:1])[CH:3]=2)[N:10]=[C:11]([CH:18]([CH3:20])[CH3:19])[N:12]=1, predict the reactants needed to synthesize it. The reactants are: [Cl:1][C:2]1[CH:3]=[C:4]([C:9]2[C:14]([C:15]#[N:16])=[C:13](O)[N:12]=[C:11]([CH:18]([CH3:20])[CH3:19])[N:10]=2)[CH:5]=[CH:6][C:7]=1[Cl:8].CN(C=O)C.O=P(Cl)(Cl)[Cl:28]. (4) Given the product [CH2:36]([O:38][C:39]1[C:48]([O:49][CH3:50])=[CH:47][C:46]2[C:45]([C:51]3[CH:52]=[C:53]([C:54]([N:32]4[CH2:33][CH2:34][CH:29]([N:12]5[C:13](=[O:28])[C:14]6[S:18][C:17]([C:19]7[CH:24]=[C:23]([F:25])[CH:22]=[CH:21][C:20]=7[O:26][CH3:27])=[CH:16][C:15]=6[N:10]([CH2:9][C:6]6[N:7]=[N:8][N:4]([CH2:2][CH3:3])[N:5]=6)[C:11]5=[O:35])[CH2:30][CH2:31]4)=[O:55])[CH:57]=[CH:58][CH:59]=3)=[N:44][C@@H:43]3[CH2:60][CH2:61][S:62][CH2:63][C@@H:42]3[C:41]=2[CH:40]=1)[CH3:37], predict the reactants needed to synthesize it. The reactants are: Cl.[CH2:2]([N:4]1[N:8]=[N:7][C:6]([CH2:9][N:10]2[C:15]3[CH:16]=[C:17]([C:19]4[CH:24]=[C:23]([F:25])[CH:22]=[CH:21][C:20]=4[O:26][CH3:27])[S:18][C:14]=3[C:13](=[O:28])[N:12]([CH:29]3[CH2:34][CH2:33][NH:32][CH2:31][CH2:30]3)[C:11]2=[O:35])=[N:5]1)[CH3:3].[CH2:36]([O:38][C:39]1[C:48]([O:49][CH3:50])=[CH:47][C:46]2[C:45]([C:51]3[CH:52]=[C:53]([CH:57]=[CH:58][CH:59]=3)[C:54](O)=[O:55])=[N:44][C@@H:43]3[CH2:60][CH2:61][S:62][CH2:63][C@@H:42]3[C:41]=2[CH:40]=1)[CH3:37].CN(C(ON1N=NC2C=CC=CC1=2)=[N+](C)C)C.F[P-](F)(F)(F)(F)F.CCN(C(C)C)C(C)C. (5) The reactants are: [CH:1]([C:3]1[CH:8]=[CH:7][C:6]([N:9]2[CH2:14][CH2:13][CH:12]([CH:15]3[CH2:20][CH2:19][N:18]([C:21]([O:23][C:24]([CH3:27])([CH3:26])[CH3:25])=[O:22])[CH2:17][CH2:16]3)[CH2:11][CH2:10]2)=[CH:5][CH:4]=1)=[O:2].[BH4-].[Na+]. Given the product [OH:2][CH2:1][C:3]1[CH:8]=[CH:7][C:6]([N:9]2[CH2:10][CH2:11][CH:12]([CH:15]3[CH2:16][CH2:17][N:18]([C:21]([O:23][C:24]([CH3:27])([CH3:26])[CH3:25])=[O:22])[CH2:19][CH2:20]3)[CH2:13][CH2:14]2)=[CH:5][CH:4]=1, predict the reactants needed to synthesize it. (6) Given the product [NH2:10][C@H:11]1[CH2:19][C:18]2[C:13](=[CH:14][CH:15]=[C:16]([CH2:20][N:21]3[CH:25]=[C:24]([CH2:26][OH:27])[C:23]([C:28]([F:31])([F:30])[F:29])=[N:22]3)[CH:17]=2)[CH2:12]1, predict the reactants needed to synthesize it. The reactants are: C(OC(=O)[NH:10][C@H:11]1[CH2:19][C:18]2[C:13](=[CH:14][CH:15]=[C:16]([CH2:20][N:21]3[CH:25]=[C:24]([CH2:26][OH:27])[C:23]([C:28]([F:31])([F:30])[F:29])=[N:22]3)[CH:17]=2)[CH2:12]1)C1C=CC=CC=1.C(O)C.Cl.[H][H]. (7) Given the product [C:1]([O:5][C:6]([N:8]1[CH2:13][CH2:12][N:11]([C:14](=[O:44])[C:15](=[O:43])[CH2:16][C:17]2[CH:22]=[CH:21][C:20]([O:23][C:24]3[CH:29]=[CH:28][C:27]([NH:30][C:31](=[O:42])[C:32]4[CH:33]=[CH:34][C:35]([C:38]([F:39])([F:41])[F:40])=[CH:36][CH:37]=4)=[CH:26][N:25]=3)=[CH:19][CH:18]=2)[CH2:10][CH2:9]1)=[O:7])([CH3:4])([CH3:2])[CH3:3], predict the reactants needed to synthesize it. The reactants are: [C:1]([O:5][C:6]([N:8]1[CH2:13][CH2:12][N:11]([C:14](=[O:44])[CH:15]([OH:43])[CH2:16][C:17]2[CH:22]=[CH:21][C:20]([O:23][C:24]3[CH:29]=[CH:28][C:27]([NH:30][C:31](=[O:42])[C:32]4[CH:37]=[CH:36][C:35]([C:38]([F:41])([F:40])[F:39])=[CH:34][CH:33]=4)=[CH:26][N:25]=3)=[CH:19][CH:18]=2)[CH2:10][CH2:9]1)=[O:7])([CH3:4])([CH3:3])[CH3:2].CC(OI1(OC(C)=O)(OC(C)=O)OC(=O)C2C=CC=CC1=2)=O.